Dataset: Reaction yield outcomes from USPTO patents with 853,638 reactions. Task: Predict the reaction yield, written as a fraction of the theoretical maximum amount of product (1.0 means a 100% yield; for example, 0.34 means a 34% yield). (1) The reactants are [CH3:1][O:2][C:3]1[C:11]([O:12][CH2:13][C:14]2[CH:19]=[CH:18][CH:17]=[CH:16][CH:15]=2)=[CH:10][C:6]([C:7]([NH2:9])=[O:8])=[C:5]([N+:20]([O-])=O)[CH:4]=1. The catalyst is C(O)(=O)C.CO.[Fe]. The product is [CH3:1][O:2][C:3]1[C:11]([O:12][CH2:13][C:14]2[CH:19]=[CH:18][CH:17]=[CH:16][CH:15]=2)=[CH:10][C:6]([C:7]([NH2:9])=[O:8])=[C:5]([NH2:20])[CH:4]=1. The yield is 0.870. (2) The reactants are C(=O)([O-])[O-].[K+].[K+].[CH2:7]([C@@H:9]1[O:11][CH2:10]1)Cl.[C:12]([C:14]1[CH:19]=[CH:18][C:17]([OH:20])=[CH:16][CH:15]=1)#[N:13]. The catalyst is CC#N. The product is [O:11]1[CH2:10][C@H:9]1[CH2:7][O:20][C:17]1[CH:18]=[CH:19][C:14]([C:12]#[N:13])=[CH:15][CH:16]=1. The yield is 0.900. (3) The reactants are [C:1]([O:5][C:6]([NH:8][C:9]1[CH:14]=[C:13]([CH2:15][CH2:16][C:17]([OH:19])=O)[CH:12]=[CH:11][N:10]=1)=[O:7])([CH3:4])([CH3:3])[CH3:2].C([N:22](CC)CC)C.ClC(OCC)=O.N. The catalyst is O1CCCC1. The product is [NH2:22][C:17](=[O:19])[CH2:16][CH2:15][C:13]1[CH:12]=[CH:11][N:10]=[C:9]([NH:8][C:6](=[O:7])[O:5][C:1]([CH3:4])([CH3:3])[CH3:2])[CH:14]=1. The yield is 1.00. (4) The reactants are [CH2:1]1[CH:5]2[CH2:6][NH:7][CH2:8][CH:4]2[CH2:3][N:2]1[C:9]([C:11]1[CH:16]=[CH:15][C:14]([O:17][CH3:18])=[CH:13][C:12]=1[N:19]1[N:23]=[CH:22][CH:21]=[N:20]1)=[O:10].Cl[C:25]1[N:30]=[C:29]([CH3:31])[CH:28]=[C:27]([CH3:32])[N:26]=1. The catalyst is CN(C=O)C.CCOC(C)=O. The product is [CH3:32][C:27]1[CH:28]=[C:29]([CH3:31])[N:30]=[C:25]([N:7]2[CH2:8][CH:4]3[CH:5]([CH2:1][N:2]([C:9]([C:11]4[CH:16]=[CH:15][C:14]([O:17][CH3:18])=[CH:13][C:12]=4[N:19]4[N:20]=[CH:21][CH:22]=[N:23]4)=[O:10])[CH2:3]3)[CH2:6]2)[N:26]=1. The yield is 0.970.